Dataset: Reaction yield outcomes from USPTO patents with 853,638 reactions. Task: Predict the reaction yield, written as a fraction of the theoretical maximum amount of product (1.0 means a 100% yield; for example, 0.34 means a 34% yield). (1) The product is [NH:48]1[C:49]2[C:45](=[CH:44][C:43]([C:42]3[C:36]4[C:37](=[N:38][CH:39]=[C:34]([C:6]5[CH:5]=[CH:4][C:3]([CH2:2][N:24]6[CH2:25][CH2:26][N:21]([C:18](=[O:20])[CH3:19])[CH2:22][CH2:23]6)=[CH:8][CH:7]=5)[CH:35]=4)[NH:40][CH:41]=3)=[CH:51][CH:50]=2)[CH:46]=[CH:47]1. The catalyst is CN(C=O)C.Cl[Pd](Cl)([P](C1C=CC=CC=1)(C1C=CC=CC=1)C1C=CC=CC=1)[P](C1C=CC=CC=1)(C1C=CC=CC=1)C1C=CC=CC=1. The reactants are Br[CH2:2][C:3]1[CH:8]=[CH:7][C:6](B2OC(C)(C)C(C)(C)O2)=[CH:5][CH:4]=1.[C:18]([N:21]1[CH2:26][CH2:25][NH:24][CH2:23][CH2:22]1)(=[O:20])[CH3:19].C([O-])([O-])=O.[K+].[K+].Br[C:34]1[CH:35]=[C:36]2[C:42]([C:43]3[CH:44]=[C:45]4[C:49](=[CH:50][CH:51]=3)[NH:48][CH:47]=[CH:46]4)=[CH:41][N:40](S(C3C=CC(C)=CC=3)(=O)=O)[C:37]2=[N:38][CH:39]=1. The yield is 0.460. (2) The reactants are [NH2:1][C:2]1[CH:3]=[CH:4][C:5]([O:19][C:20]2[CH:25]=[CH:24][C:23]([F:26])=[CH:22][C:21]=2[F:27])=[C:6]([C:8]2[C:9]([O:16][CH2:17][CH3:18])=[CH:10][C:11](=[O:15])[N:12]([CH3:14])[CH:13]=2)[CH:7]=1.CCN(C(C)C)C(C)C.CN(C(ON1N=NC2C=CC=NC1=2)=[N+](C)C)C.F[P-](F)(F)(F)(F)F.[N:61]1([CH2:66][C:67](O)=[O:68])[CH:65]=[CH:64][CH:63]=[N:62]1. The catalyst is CC(N(C)C)=O. The product is [F:27][C:21]1[CH:22]=[C:23]([F:26])[CH:24]=[CH:25][C:20]=1[O:19][C:5]1[CH:4]=[CH:3][C:2]([NH:1][C:67](=[O:68])[CH2:66][N:61]2[CH:65]=[CH:64][CH:63]=[N:62]2)=[CH:7][C:6]=1[C:8]1[C:9]([O:16][CH2:17][CH3:18])=[CH:10][C:11](=[O:15])[N:12]([CH3:14])[CH:13]=1. The yield is 0.390. (3) The reactants are Cl[C:2]1[N:7]=[C:6]([CH3:8])[C:5]([CH2:9][C:10]([O:12][CH3:13])=[O:11])=[C:4]([C:14]2[CH:19]=[CH:18][C:17]([CH3:20])=[CH:16][CH:15]=2)[N:3]=1.[NH:21]1[CH2:26][CH2:25][CH2:24][CH2:23][CH2:22]1.C(N(CC)CC)C. The catalyst is CC1CCCO1. The product is [CH3:8][C:6]1[C:5]([CH2:9][C:10]([O:12][CH3:13])=[O:11])=[C:4]([C:14]2[CH:19]=[CH:18][C:17]([CH3:20])=[CH:16][CH:15]=2)[N:3]=[C:2]([N:21]2[CH2:26][CH2:25][CH2:24][CH2:23][CH2:22]2)[N:7]=1. The yield is 0.480. (4) The reactants are [N:1]1([C:10]2([C:15]#N)[CH2:14][CH2:13][CH2:12][CH2:11]2)[C:5]2=[N:6][CH:7]=[CH:8][CH:9]=[C:4]2[CH:3]=[CH:2]1.O[Li].[OH2:19].C(OCC)(=[O:22])C.Cl. The catalyst is O.CCCCCC. The product is [N:1]1([C:10]2([C:15]([OH:22])=[O:19])[CH2:14][CH2:13][CH2:12][CH2:11]2)[C:5]2=[N:6][CH:7]=[CH:8][CH:9]=[C:4]2[CH:3]=[CH:2]1. The yield is 0.860. (5) The reactants are [CH3:1][C:2]1([CH3:14])[C:6]([CH3:8])([CH3:7])[O:5][B:4]([C:9]2[CH:10]=[N:11][NH:12][CH:13]=2)[O:3]1.[H-].[Na+].Cl[CH2:18][O:19][CH2:20][CH2:21][Si:22]([CH3:25])([CH3:24])[CH3:23].[Cl-].[NH4+]. The catalyst is CN(C=O)C. The product is [CH3:1][C:2]1([CH3:14])[C:6]([CH3:7])([CH3:8])[O:5][B:4]([C:9]2[CH:13]=[N:12][N:11]([CH2:18][O:19][CH2:20][CH2:21][Si:22]([CH3:25])([CH3:24])[CH3:23])[CH:10]=2)[O:3]1. The yield is 0.865. (6) The reactants are [Cl-].O[NH3+:3].[C:4](=[O:7])([O-])[OH:5].[Na+].CS(C)=O.[CH3:13][O:14][CH2:15][CH2:16][O:17][CH:18]1[CH2:23][CH2:22][CH:21]([N:24]2[C:29](=[O:30])[C:28]([CH2:31][C:32]3[CH:37]=[CH:36][C:35]([C:38]4[C:39]([C:44]#[N:45])=[CH:40][CH:41]=[CH:42][CH:43]=4)=[CH:34][CH:33]=3)=[C:27]([CH2:46][CH2:47][CH3:48])[N:26]3[N:49]=[CH:50][N:51]=[C:25]23)[CH2:20][CH2:19]1. The catalyst is C(OCC)(=O)C. The product is [CH3:13][O:14][CH2:15][CH2:16][O:17][CH:18]1[CH2:23][CH2:22][CH:21]([N:24]2[C:29](=[O:30])[C:28]([CH2:31][C:32]3[CH:37]=[CH:36][C:35]([C:38]4[CH:43]=[CH:42][CH:41]=[CH:40][C:39]=4[C:44]4[NH:3][C:4](=[O:7])[O:5][N:45]=4)=[CH:34][CH:33]=3)=[C:27]([CH2:46][CH2:47][CH3:48])[N:26]3[N:49]=[CH:50][N:51]=[C:25]23)[CH2:20][CH2:19]1. The yield is 0.460. (7) The product is [O:1]1[CH:5]=[CH:4][CH:3]=[C:2]1/[C:6](=[N:28]/[NH:27][C:21]1[CH:26]=[CH:25][CH:24]=[CH:23][CH:22]=1)/[CH:8]=[N:28][NH:27][C:21]1[CH:26]=[CH:25][CH:24]=[CH:23][CH:22]=1. The catalyst is C(O)C. The reactants are [O:1]1[CH:5]=[CH:4][CH:3]=[C:2]1[C:6]([CH:8]1OC2C(Cl)=C(Cl)C(Cl)=C(Cl)C=2O1)=O.[C:21]1([NH:27][NH2:28])[CH:26]=[CH:25][CH:24]=[CH:23][CH:22]=1. The yield is 0.870. (8) The reactants are [F:1][C:2]1[C:3]([NH:12][C:13]2[CH:18]=[CH:17][C:16]([CH2:19][CH2:20][CH2:21][OH:22])=[CH:15][C:14]=2[F:23])=[C:4]([CH:8]=[CH:9][C:10]=1[F:11])[C:5]([OH:7])=O.[NH2:24][O:25][CH2:26][CH2:27][O:28][CH:29]=[CH2:30].C[N+]1(C2N=C(OC)N=C(OC)N=2)CCOCC1.[Cl-]. No catalyst specified. The product is [F:1][C:2]1[C:3]([NH:12][C:13]2[CH:18]=[CH:17][C:16]([CH2:19][CH2:20][CH2:21][OH:22])=[CH:15][C:14]=2[F:23])=[C:4]([CH:8]=[CH:9][C:10]=1[F:11])[C:5]([NH:24][O:25][CH2:26][CH2:27][O:28][CH:29]=[CH2:30])=[O:7]. The yield is 0.460. (9) The reactants are N1C(C2C=CC([C:12]3[C:21](C)=[CH:20][C:19]4[C:14](=[CH:15][CH:16]=[C:17]([O:23]C)[CH:18]=4)[N:13]=3)=CC=2)=NN=N1.B(Br)(Br)Br.C(Cl)[Cl:30]. No catalyst specified. The product is [Cl:30][C:12]1[CH:21]=[CH:20][C:19]2[C:14](=[CH:15][CH:16]=[C:17]([OH:23])[CH:18]=2)[N:13]=1. The yield is 0.700.